Dataset: Full USPTO retrosynthesis dataset with 1.9M reactions from patents (1976-2016). Task: Predict the reactants needed to synthesize the given product. (1) Given the product [Cl:1][C:2]1[CH:10]=[C:9]2[C:5]([C:6]([C:11]([OH:31])=[O:12])=[CH:7][NH:8]2)=[CH:4][C:3]=1[C:13]1[CH:14]=[CH:15][C:16]([CH:19]2[CH2:23][CH2:22][CH2:21][N:20]2[CH3:24])=[CH:17][CH:18]=1, predict the reactants needed to synthesize it. The reactants are: [Cl:1][C:2]1[CH:10]=[C:9]2[C:5]([C:6]([CH:11]=[O:12])=[CH:7][NH:8]2)=[CH:4][C:3]=1[C:13]1[CH:18]=[CH:17][C:16]([CH:19]2[CH2:23][CH2:22][CH2:21][N:20]2[CH3:24])=[CH:15][CH:14]=1.CC(=CC)C.Cl([O-])=[O:31].[Na+].P([O-])([O-])([O-])=O.[Na+].[Na+].[Na+].S([O-])([O-])=O.[Na+].[Na+]. (2) Given the product [Cl:1][C:2]1[CH:9]=[CH:8][CH:7]=[CH:6][C:3]=1[CH:4]([CH:16]1[CH2:21][CH2:20][O:19][CH2:18][CH2:17]1)[OH:5], predict the reactants needed to synthesize it. The reactants are: [Cl:1][C:2]1[CH:9]=[CH:8][CH:7]=[CH:6][C:3]=1[CH:4]=[O:5].C1(CC([CH:16]2[CH2:21][CH2:20][O:19][CH2:18][CH2:17]2)O)CC1. (3) Given the product [CH:19]1([C:10]2([CH2:13][N:14]3[CH:18]=[N:17][CH:16]=[N:15]3)[CH2:11][CH2:12][N:7]([C:5](=[O:6])[CH:4]([CH2:25][C:26]3[CH:27]=[CH:28][C:29]([F:32])=[CH:30][CH:31]=3)[C:3]([OH:33])=[O:2])[CH2:8][CH2:9]2)[CH2:20][CH2:21][CH2:22][CH2:23][CH2:24]1, predict the reactants needed to synthesize it. The reactants are: C[O:2][C:3](=[O:33])[CH:4]([CH2:25][C:26]1[CH:31]=[CH:30][C:29]([F:32])=[CH:28][CH:27]=1)[C:5]([N:7]1[CH2:12][CH2:11][C:10]([CH:19]2[CH2:24][CH2:23][CH2:22][CH2:21][CH2:20]2)([CH2:13][N:14]2[CH:18]=[N:17][CH:16]=[N:15]2)[CH2:9][CH2:8]1)=[O:6].[Li+].[OH-]. (4) Given the product [CH2:24]([N:31]1[CH2:36][CH2:35][CH2:34][CH:33]([N:19]2[CH2:20][CH2:21][CH:16]([CH3:15])[CH2:17][CH2:18]2)[CH2:32]1)[C:25]1[CH:30]=[CH:29][CH:28]=[CH:27][CH:26]=1, predict the reactants needed to synthesize it. The reactants are: [BH-](OC(C)=O)(OC(C)=O)OC(C)=O.[Na+].[CH3:15][CH:16]1[CH2:21][CH2:20][NH:19][CH2:18][CH2:17]1.O.Cl.[CH2:24]([N:31]1[CH2:36][CH2:35][CH2:34][C:33](=O)[CH2:32]1)[C:25]1[CH:30]=[CH:29][CH:28]=[CH:27][CH:26]=1.C(=O)(O)[O-].[Na+]. (5) Given the product [CH2:1]([O:8][C:9]1[C:10]([CH3:27])=[N:11][C:12]([NH2:20])=[N:13][C:14]=1[CH2:15][CH2:16][CH2:17][CH2:18][CH3:19])[C:2]1[CH:7]=[CH:6][CH:5]=[CH:4][CH:3]=1, predict the reactants needed to synthesize it. The reactants are: [CH2:1]([O:8][C:9]1[C:10]([CH3:27])=[N:11][C:12]([N:20]2C(C)=CC=C2C)=[N:13][C:14]=1[CH2:15][CH2:16][CH2:17][CH2:18][CH3:19])[C:2]1[CH:7]=[CH:6][CH:5]=[CH:4][CH:3]=1.Cl.NO.O.[OH-].[Na+].